From a dataset of Forward reaction prediction with 1.9M reactions from USPTO patents (1976-2016). Predict the product of the given reaction. (1) The product is: [O:1]=[C:2]1[N:6]([CH2:7][C:8]2[N:9]=[C:10]([C:13]3[CH:14]=[N:15][CH:16]=[CH:17][CH:18]=3)[S:11][CH:12]=2)[C:5](=[O:19])[CH2:4][N:3]1[C@@H:20]([C@@H:28]([CH3:31])[CH2:29][CH3:30])[C:21]([OH:23])=[O:22]. Given the reactants [O:1]=[C:2]1[N:6]([CH2:7][C:8]2[N:9]=[C:10]([C:13]3[CH:14]=[N:15][CH:16]=[CH:17][CH:18]=3)[S:11][CH:12]=2)[C:5](=[O:19])[CH2:4][N:3]1[C@@H:20]([C@@H:28]([CH3:31])[CH2:29][CH3:30])[C:21]([O:23]C(C)(C)C)=[O:22].FC(F)(F)C(O)=O, predict the reaction product. (2) The product is: [ClH:38].[F:1][C:2]1[CH:3]=[CH:4][C:5]([CH2:8][O:9][C:10]2[CH:15]=[CH:14][N:13]([C:16]3[CH:21]=[CH:20][C:19]4[C:22]5[CH2:23][NH:24][CH2:25][CH2:26][CH2:27][C:28]=5[S:29][C:18]=4[CH:17]=3)[C:12](=[O:37])[CH:11]=2)=[N:6][CH:7]=1. Given the reactants [F:1][C:2]1[CH:3]=[CH:4][C:5]([CH2:8][O:9][C:10]2[CH:15]=[CH:14][N:13]([C:16]3[CH:21]=[CH:20][C:19]4[C:22]5[CH2:23][N:24](C(OC(C)(C)C)=O)[CH2:25][CH2:26][CH2:27][C:28]=5[S:29][C:18]=4[CH:17]=3)[C:12](=[O:37])[CH:11]=2)=[N:6][CH:7]=1.[ClH:38], predict the reaction product. (3) Given the reactants [Br:1][C:2]1[C:3]([NH2:11])=[C:4](I)[C:5]([O:8][CH3:9])=[N:6][CH:7]=1.C1(C)C=CC=CC=1P(C1C=CC=CC=1C)C1C=CC=CC=1C.C(N(CC)CC)C.[C:41]([O:45][CH2:46][CH3:47])(=[O:44])[CH:42]=[CH2:43], predict the reaction product. The product is: [NH2:11][C:3]1[C:2]([Br:1])=[CH:7][N:6]=[C:5]([O:8][CH3:9])[C:4]=1/[CH:43]=[CH:42]/[C:41]([O:45][CH2:46][CH3:47])=[O:44]. (4) The product is: [CH3:20][C@H:16]1[CH2:17][CH2:18][CH2:19][NH:14][C@H:15]1[CH2:21][NH:22][C:23]([C:25]1[CH:26]=[CH:27][CH:28]=[C:29]2[C:34]=1[N:33]=[CH:32][CH:31]=[CH:30]2)=[O:24]. Given the reactants [N+]([O-])([O-])=O.[NH4+].[Ce].COC1C=CC(C[N:14]2[CH2:19][CH2:18][CH2:17][C@H:16]([CH3:20])[C@@H:15]2[CH2:21][NH:22][C:23]([C:25]2[CH:26]=[CH:27][CH:28]=[C:29]3[C:34]=2[N:33]=[CH:32][CH:31]=[CH:30]3)=[O:24])=CC=1.C([O-])(O)=O.[Na+].C[C@H]1CCCN[C@H]1CNC(C1C=CC=C2C=1N=CC=C2)=O.COC1C=CC(C=O)=CC=1, predict the reaction product.